Dataset: Reaction yield outcomes from USPTO patents with 853,638 reactions. Task: Predict the reaction yield, written as a fraction of the theoretical maximum amount of product (1.0 means a 100% yield; for example, 0.34 means a 34% yield). (1) The reactants are [CH3:1][O:2][C:3]([C@:5]1([CH3:21])[C@H:7]([C:8]2[CH:13]=[CH:12][CH:11]=[CH:10][CH:9]=2)[C@H:6]1[C:14]1[CH:19]=[CH:18][C:17](Br)=[CH:16][CH:15]=1)=[O:4].Cl[C:23]1[N:28]=[CH:27][C:26]([F:29])=[CH:25][N:24]=1. No catalyst specified. The product is [CH3:1][O:2][C:3]([C@:5]1([CH3:21])[C@H:7]([C:8]2[CH:13]=[CH:12][CH:11]=[CH:10][CH:9]=2)[C@H:6]1[C:14]1[CH:19]=[CH:18][C:17]([C:23]2[N:28]=[CH:27][C:26]([F:29])=[CH:25][N:24]=2)=[CH:16][CH:15]=1)=[O:4]. The yield is 0.440. (2) The reactants are [CH3:1][CH:2]([CH3:32])[CH2:3][CH:4]([C:22]1[CH:31]=[CH:30][C:25]([C:26]([O:28]C)=[O:27])=[CH:24][N:23]=1)[NH:5][C:6]1[CH:11]=[CH:10][C:9]([C:12]2[CH:17]=[CH:16][C:15]([C:18]([F:21])([F:20])[F:19])=[CH:14][CH:13]=2)=[CH:8][CH:7]=1.[Li+].[OH-].Cl. The yield is 0.980. The product is [CH3:1][CH:2]([CH3:32])[CH2:3][CH:4]([C:22]1[CH:31]=[CH:30][C:25]([C:26]([OH:28])=[O:27])=[CH:24][N:23]=1)[NH:5][C:6]1[CH:7]=[CH:8][C:9]([C:12]2[CH:13]=[CH:14][C:15]([C:18]([F:21])([F:20])[F:19])=[CH:16][CH:17]=2)=[CH:10][CH:11]=1. The catalyst is O.O1CCCC1. (3) The reactants are Cl[C:2]1[C:7]([C:8]([NH:10][C:11]2[C:12]([NH:18][CH2:19][CH3:20])=[N:13][C:14]([F:17])=[CH:15][CH:16]=2)=[O:9])=[CH:6][C:5]([Br:21])=[CH:4][N:3]=1.C[Si]([N-][Si](C)(C)C)(C)C.[Na+].C1COCC1. The catalyst is N1C=CC=CC=1. The product is [Br:21][C:5]1[CH:4]=[N:3][C:2]2[N:18]([CH2:19][CH3:20])[C:12]3[N:13]=[C:14]([F:17])[CH:15]=[CH:16][C:11]=3[NH:10][C:8](=[O:9])[C:7]=2[CH:6]=1. The yield is 0.690. (4) The reactants are C[O:2][C:3]1[CH:12]=[CH:11][C:10]2[NH:9][C:8](=[O:13])[C:7]3[S:14][CH:15]=[CH:16][C:6]=3[C:5]=2[C:4]=1[C:17]1[CH:22]=[CH:21][C:20]([C@H:23]([NH:26]C(=O)OC(C)(C)C)[CH2:24][CH3:25])=[CH:19][CH:18]=1.B(Br)(Br)Br.C(Cl)[Cl:39]. No catalyst specified. The product is [ClH:39].[NH2:26][C@@H:23]([C:20]1[CH:19]=[CH:18][C:17]([C:4]2[C:5]3[C:6]4[CH:16]=[CH:15][S:14][C:7]=4[C:8](=[O:13])[NH:9][C:10]=3[CH:11]=[CH:12][C:3]=2[OH:2])=[CH:22][CH:21]=1)[CH2:24][CH3:25]. The yield is 0.670. (5) The reactants are [N+:1]([C:4]1[CH:5]=[C:6]2[C:11](=[CH:12][CH:13]=1)[C:10](=[O:14])[NH:9][C:8](=[O:15])[CH2:7]2)([O-])=O. The catalyst is CO.CN(C)C=O.[Pd]. The product is [NH2:1][C:4]1[CH:5]=[C:6]2[C:11](=[CH:12][CH:13]=1)[C:10](=[O:14])[NH:9][C:8](=[O:15])[CH2:7]2. The yield is 1.00. (6) The reactants are [Br:1][C:2]1[CH:9]=[CH:8][C:5]([CH:6]=[O:7])=[CH:4][N:3]=1.[CH2:10](O)[CH2:11][CH2:12][OH:13].C12(CS(O)(=O)=O)C(C)(C)C(CC1)CC2=O.O. The catalyst is C1(C)C=CC=CC=1. The product is [Br:1][C:2]1[CH:9]=[CH:8][C:5]([CH:6]2[O:13][CH2:12][CH2:11][CH2:10][O:7]2)=[CH:4][N:3]=1. The yield is 0.840. (7) The product is [OH:9][C@H:7]([C:5]1[NH:4][N:3]=[C:2]([O:1][S:16]([C:13]2[CH:14]=[CH:15][C:10]([CH3:20])=[CH:11][CH:12]=2)(=[O:18])=[O:17])[CH:6]=1)[CH3:8]. The catalyst is ClCCl. The yield is 0.790. The reactants are [OH:1][C:2]1[CH:6]=[C:5]([C@@H:7]([OH:9])[CH3:8])[NH:4][N:3]=1.[C:10]1([CH3:20])[CH:15]=[CH:14][C:13]([S:16](Cl)(=[O:18])=[O:17])=[CH:12][CH:11]=1.C(N(CC)CC)C. (8) The reactants are [CH2:1]([OH:28])[CH:2]([CH2:4][CH2:5][CH2:6][C@H:7]([C@@H:9]1[C@:26]2([CH3:27])[C@H:12]([C@H:13]3[C@H:23]([CH2:24][CH2:25]2)[C@:21]2([CH3:22])[CH:16]([CH2:17][CH2:18][CH2:19][CH2:20]2)[CH2:15][CH2:14]3)[CH2:11][CH2:10]1)[CH3:8])[CH3:3].[N+:29]([C:32]1[CH:37]=[C:36]([N+:38]([O-:40])=[O:39])[CH:35]=[CH:34][C:33]=1[CH2:41][C:42](O)=[O:43])([O-:31])=[O:30].O.C1(C)C(S(O)(=O)=O)=CC=CC=1.CO. The catalyst is C1(C)C=CC=CC=1. The product is [N+:29]([C:32]1[CH:37]=[C:36]([N+:38]([O-:40])=[O:39])[CH:35]=[CH:34][C:33]=1[CH2:41][C:42]([O:28][CH2:1][CH:2]([CH2:4][CH2:5][CH2:6][C@H:7]([C@@H:9]1[C@:26]2([CH3:27])[C@H:12]([C@H:13]3[C@H:23]([CH2:24][CH2:25]2)[C@:21]2([CH3:22])[CH:16]([CH2:17][CH2:18][CH2:19][CH2:20]2)[CH2:15][CH2:14]3)[CH2:11][CH2:10]1)[CH3:8])[CH3:3])=[O:43])([O-:31])=[O:30]. The yield is 0.880. (9) The reactants are [C:1]1([N+:7]2[N-:8]OC(=O)[CH:11]=2)[CH:6]=[CH:5][CH:4]=[CH:3][CH:2]=1.[C:13]1([C:19]#[CH:20])[CH:18]=[CH:17][CH:16]=[CH:15][CH:14]=1. The catalyst is CCOC(C)=O.C1CCCCC1. The product is [C:1]1([N:7]2[CH:11]=[C:19]([C:13]3[CH:18]=[CH:17][CH:16]=[CH:15][CH:14]=3)[CH:20]=[N:8]2)[CH:6]=[CH:5][CH:4]=[CH:3][CH:2]=1. The yield is 0.800. (10) The reactants are [CH2:1]([O:4][C:5]1[CH:15]=[CH:14][C:8]([C:9]([O:11][CH2:12][CH3:13])=[O:10])=[CH:7][C:6]=1[CH:16]=[CH2:17])C=C. The catalyst is C(Cl)Cl.C(P(C1CCCCC1)(C1CCCCC1)C1CCCCC1)(P(C1CCCCC1)(C1CCCCC1)C1CCCCC1)C1C=CC=CC=1.Cl[Ru]Cl. The product is [O:4]1[C:5]2[C:6](=[CH:7][C:8]([C:9]([O:11][CH2:12][CH3:13])=[O:10])=[CH:14][CH:15]=2)[CH:16]=[CH:17][CH2:1]1. The yield is 0.800.